This data is from Experimentally validated miRNA-target interactions with 360,000+ pairs, plus equal number of negative samples. The task is: Binary Classification. Given a miRNA mature sequence and a target amino acid sequence, predict their likelihood of interaction. (1) The miRNA is hsa-miR-7977 with sequence UUCCCAGCCAACGCACCA. The protein sequence of the target gene is MAAGGAEGGSGPGAAMGDCAEIKSQFRTREGFYKLLPGDGAARRSGPASAQTPVPPQPPQPPPGPASASGPGAAGPASSPPPAGPGPGPALPAVRLSLVRLGEPDSAGAGEPPATPAGLGSGGDRVCFNLGRELYFYPGCCRRGSQRSIDLNKPIDKRIYKGTQPTCHDFNQFTAATETISLLVGFSAGQVQYLDLIKKDTSKLFNEERLIDKTKVTYLKWLPESESLFLASHASGHLYLYNVSHPCASAPPQYSLLKQGEGFSVYAAKSKAPRNPLAKWAVGEGPLNEFAFSPDGRHLA.... Result: 1 (interaction). (2) The miRNA is mmu-miR-294-3p with sequence AAAGUGCUUCCCUUUUGUGUGU. The protein sequence of the target gene is MMNEDAAQKSDSGEKFNGSSQRRKRPKKSDSNASFLRAARAGNLDKVVEYLKGGIDINTCNQNGLNALHLAAKEGHVGLVQELLGRGSSVDSATKKGNTALHIASLAGQAEVVKVLVKEGANINAQSQNGFTPLYMAAQENHIDVVKYLLENGANQSTATEDGFTPLAVALQQGHNQAVAILLENDTKGKVRLPALHIAARKDDTKSAALLLQNDHNADVQSKMMVNRTTESGFTPLHIAAHYGNVNVATLLLNRGAAVDFTARNGITPLHVASKRGNTNMVKLLLDRGGQIDAKTRDGL.... Result: 0 (no interaction). (3) The miRNA is mmu-miR-653-5p with sequence GUGUUGAAACAAUCUCUACUG. The protein sequence of the target gene is MKLVVLVALWLWPSSLLAYPTITVLPDEEQNLNHYVHILQNLIMSVPTKEQDLGKKLSSSRTVDSAEPRSLASKVLLTPGLVSAQDVTPESDVLIRPVDETTNSRTRGFTLRRRRTQSTAFWSIRPNNISVVLRTEEPFIEKEPEPELESSRLPTEPEPELEPEPEPVAESRQMSEPEEELVTSTTPNKELTGTSRISSMATQPANTQATRITVTVKTTSTMDVSTDSEDVPQLSGQSEIPSAEDLPGRHSLNTRHEDILKKISNINAEIQQGLLGGNNSPEFKEFIKASREHLKRSLAL.... Result: 0 (no interaction). (4) The miRNA is hsa-miR-877-5p with sequence GUAGAGGAGAUGGCGCAGGG. The protein sequence of the target gene is MDQSVAIQETLVEGEYCVIAVQGVLCKGDSRQSRLLGLVRYRLENDAQEHALFLYTHRRMAITGDDVSLDQIVPLSKDFMLEEVSPDGELYILGSDVTVQLNTAELKLVFQLPFGSHTRTFLQEVARACPGFDPETRDPEFEWLSRHTCAEPDAESPKPREWNSDPGTRSGFAPIGGSRHQSRNARRGLEDVLPRGPGYILLWGGAAEEPEFLLAEEMHEGGPVRGRRPLAGRRDEALEEADWEMSAGGGSRERDCAGVSNVDSSRPNGRGPDQPSGARCPEKPENSLTRQNKSKSDMSE.... Result: 0 (no interaction).